From a dataset of PAMPA (Parallel Artificial Membrane Permeability Assay) permeability data from NCATS. Regression/Classification. Given a drug SMILES string, predict its absorption, distribution, metabolism, or excretion properties. Task type varies by dataset: regression for continuous measurements (e.g., permeability, clearance, half-life) or binary classification for categorical outcomes (e.g., BBB penetration, CYP inhibition). Dataset: pampa_ncats. (1) The result is 1 (high permeability). The compound is C1=CC=C2C(=C1)C(=NC(=N2)C3=CC=NC=C3)NC4=CC(=C(C=C4)C(F)(F)F)F. (2) The drug is C1=CC2=C(C=CC(=C2)CN3C4=NC(=CN=C4N=N3)C5=CN(N=C5)CCO)N=C1. The result is 1 (high permeability). (3) The drug is CS(=O)(=O)C1=CN=C(C=C1)C2=NN=C(N2C3=CC=CC=C3Cl)/C=C/C4=NN=C(O4)C5=CC=C(C=C5)C#N. The result is 1 (high permeability). (4) The molecule is CN(C)C(=O)NC1CCC(CC1)CCN2CCN(CC2)C3=C(C(=CC=C3)Cl)Cl. The result is 1 (high permeability).